Dataset: Acute oral toxicity (LD50) regression data from Zhu et al.. Task: Regression/Classification. Given a drug SMILES string, predict its toxicity properties. Task type varies by dataset: regression for continuous values (e.g., LD50, hERG inhibition percentage) or binary classification for toxic/non-toxic outcomes (e.g., AMES mutagenicity, cardiotoxicity, hepatotoxicity). Dataset: ld50_zhu. (1) The drug is CCOP(=S)(OCC)Oc1cc(C)nc2ccccc12. The rat oral LD50 is 3.79, given as -log10 of the dose in mol/kg body weight (higher means more acutely toxic). (2) The drug is COP(=O)(OC)SCn1c(=O)oc2cc(Cl)cnc21. The rat oral LD50 is 2.44, given as -log10 of the dose in mol/kg body weight (higher means more acutely toxic). (3) The compound is CC1(C)OCC(CCl)O1. The rat oral LD50 is 3.12, given as -log10 of the dose in mol/kg body weight (higher means more acutely toxic). (4) The drug is C=C(C)c1ccccc1. The rat oral LD50 is 1.38, given as -log10 of the dose in mol/kg body weight (higher means more acutely toxic). (5) The rat oral LD50 is 1.67, given as -log10 of the dose in mol/kg body weight (higher means more acutely toxic). The drug is CCCC(=O)C(CC)Cc1ccccc1. (6) The drug is CC(C)(C)N(CCO)CCO. The rat oral LD50 is 1.77, given as -log10 of the dose in mol/kg body weight (higher means more acutely toxic).